Dataset: Full USPTO retrosynthesis dataset with 1.9M reactions from patents (1976-2016). Task: Predict the reactants needed to synthesize the given product. (1) The reactants are: [CH2:1]([N:8]1[CH2:13][C:12](=O)[N:11]2[CH2:15][CH2:16][CH2:17][CH2:18][CH:10]2[C:9]1=O)[C:2]1[CH:7]=[CH:6][CH:5]=[CH:4][CH:3]=1.O.[OH-].[Na+]. Given the product [CH2:1]([N:8]1[CH2:13][CH2:12][N:11]2[CH2:15][CH2:16][CH2:17][CH2:18][CH:10]2[CH2:9]1)[C:2]1[CH:7]=[CH:6][CH:5]=[CH:4][CH:3]=1, predict the reactants needed to synthesize it. (2) Given the product [F:38][C:2]([F:1])([F:37])[C:3]1[CH:4]=[C:5]([C@H:13]2[O:17][C:16](=[O:18])[N:15]([CH2:19][C:20]3[CH:25]=[C:24]([C:26]([F:27])([F:28])[F:29])[CH:23]=[CH:22][C:21]=3[C:30]3[N:39]=[C:40]([C:42]4[CH:51]=[CH:50][C:45]([C:46]([O:48][CH3:49])=[O:47])=[CH:44][C:43]=4[CH3:52])[S:41][C:31]=3[CH2:32][CH3:33])[C@H:14]2[CH3:36])[CH:6]=[C:7]([C:9]([F:10])([F:12])[F:11])[CH:8]=1, predict the reactants needed to synthesize it. The reactants are: [F:1][C:2]([F:38])([F:37])[C:3]1[CH:4]=[C:5]([C@H:13]2[O:17][C:16](=[O:18])[N:15]([CH2:19][C:20]3[CH:25]=[C:24]([C:26]([F:29])([F:28])[F:27])[CH:23]=[CH:22][C:21]=3[C:30](=O)[CH:31](Br)[CH2:32][CH3:33])[C@H:14]2[CH3:36])[CH:6]=[C:7]([C:9]([F:12])([F:11])[F:10])[CH:8]=1.[NH2:39][C:40]([C:42]1[CH:51]=[CH:50][C:45]([C:46]([O:48][CH3:49])=[O:47])=[CH:44][C:43]=1[CH3:52])=[S:41].